Dataset: Forward reaction prediction with 1.9M reactions from USPTO patents (1976-2016). Task: Predict the product of the given reaction. The product is: [F:12][C:9]([F:10])([F:11])[C:7]1[CH:6]=[C:5]([C@H:13]2[O:17][C:16](=[O:18])[N:15]([CH2:19][C:20]3[C:25]([OH:26])=[N:24][CH:23]=[CH:22][N:21]=3)[C@H:14]2[CH3:28])[CH:4]=[C:3]([C:2]([F:29])([F:1])[F:30])[CH:8]=1. Given the reactants [F:1][C:2]([F:30])([F:29])[C:3]1[CH:4]=[C:5]([C@H:13]2[O:17][C:16](=[O:18])[N:15]([CH2:19][C:20]3[C:25]([O:26]C)=[N:24][CH:23]=[CH:22][N:21]=3)[C@H:14]2[CH3:28])[CH:6]=[C:7]([C:9]([F:12])([F:11])[F:10])[CH:8]=1.B(Br)(Br)Br, predict the reaction product.